Dataset: Catalyst prediction with 721,799 reactions and 888 catalyst types from USPTO. Task: Predict which catalyst facilitates the given reaction. (1) Reactant: [Br:1][C:2]1[CH:3]=[CH:4][C:5]2[N:9]=[C:8]([C:10]3[C:22]4[C:21]5[C:16](=[CH:17][CH:18]=[CH:19][CH:20]=5)[C:15](=O)[C:14]=4[CH:13]=[CH:12][CH:11]=3)[NH:7][C:6]=2[CH:24]=1.Cl.[NH2:26][OH:27].C([O-])(=O)C.[Na+]. Product: [Br:1][C:2]1[CH:3]=[CH:4][C:5]2[N:9]=[C:8]([C:10]3[C:22]4[C:21]5[C:16](=[CH:17][CH:18]=[CH:19][CH:20]=5)[C:15](=[N:26][OH:27])[C:14]=4[CH:13]=[CH:12][CH:11]=3)[NH:7][C:6]=2[CH:24]=1. The catalyst class is: 8. (2) Reactant: [SnH3][C:2]1[N:7]=[CH:6][CH:5]=[CH:4][N:3]=1.C([Li])CCC.[O:13]1[C:17]2([CH2:22][CH2:21][C:20](=[O:23])[CH2:19][CH2:18]2)[O:16][CH2:15][CH2:14]1. Product: [N:3]1[CH:4]=[CH:5][CH:6]=[N:7][C:2]=1[C:20]1([OH:23])[CH2:21][CH2:22][C:17]2([O:16][CH2:15][CH2:14][O:13]2)[CH2:18][CH2:19]1. The catalyst class is: 1. (3) Reactant: [NH2:1][C:2]1[N:7]([CH3:8])[C:6](=[O:9])[NH:5][C:4](=[O:10])[CH:3]=1.[N:11]([O-])=O.[Na+].O.[CH:16]([OH:18])=O. Product: [NH2:1][C:2]1[N:7]([CH3:8])[C:6](=[O:9])[NH:5][C:4](=[O:10])[C:3]=1[NH:11][CH:16]=[O:18]. The catalyst class is: 553. (4) Reactant: [N:1]1[CH:6]=[CH:5][CH:4]=[CH:3][C:2]=1[C:7]#[N:8].[CH3:9][O-:10].[Na+]. Product: [CH3:9][O:10][C:7](=[NH:8])[C:2]1[CH:3]=[CH:4][CH:5]=[CH:6][N:1]=1. The catalyst class is: 5. (5) Reactant: CC[O:3]C(C[NH3+])=O.[Cl-].C([O-])(=O)C.[Na+].[OH:14][C:15]1[N:20]=[CH:19][NH:18][C:17]2=[C:21]([C@@H:24]3[NH:31][C@H:28]([CH2:29]O)[C@@H:26]([OH:27])[CH2:25]3)[CH:22]=[N:23][C:16]=12. Product: [OH:14][C:15]1[N:20]=[CH:19][NH:18][C:17]2=[C:21]([C@@H:24]3[NH:31][C@H:28]([CH3:29])[C@@H:26]([OH:27])[C@H:25]3[OH:3])[CH:22]=[N:23][C:16]=12. The catalyst class is: 5. (6) Reactant: [H-].[Na+].[N+:3]([C:6]1[CH:14]=[C:13]2[C:9]([CH:10]=[N:11][NH:12]2)=[CH:8][CH:7]=1)([O-:5])=[O:4].Cl[C:16]([F:21])([F:20])C([O-])=O.[Na+]. Product: [F:20][CH:16]([F:21])[N:12]1[C:13]2[C:9](=[CH:8][CH:7]=[C:6]([N+:3]([O-:5])=[O:4])[CH:14]=2)[CH:10]=[N:11]1.[F:20][CH:16]([F:21])[N:11]1[CH:10]=[C:9]2[C:13]([CH:14]=[C:6]([N+:3]([O-:5])=[O:4])[CH:7]=[CH:8]2)=[N:12]1. The catalyst class is: 435. (7) The catalyst class is: 11. Reactant: [Cl:1][C:2]1[CH:7]=[CH:6][CH:5]=[C:4]([CH3:8])[C:3]=1[C:9]1[NH:13][C:12](=[O:14])[N:11]([C:15]2[CH:24]=[CH:23][C:18]([C:19]([O:21]C)=O)=[C:17]([O:25][CH3:26])[CH:16]=2)[N:10]=1.[F:27][CH:28]([F:37])[C:29]1[CH:30]=[C:31]([CH:33]=[CH:34][C:35]=1[F:36])[NH2:32].C[Al](C)C. Product: [Cl:1][C:2]1[CH:7]=[CH:6][CH:5]=[C:4]([CH3:8])[C:3]=1[C:9]1[NH:13][C:12](=[O:14])[N:11]([C:15]2[CH:24]=[CH:23][C:18]([C:19]([NH:32][C:31]3[CH:33]=[CH:34][C:35]([F:36])=[C:29]([CH:28]([F:37])[F:27])[CH:30]=3)=[O:21])=[C:17]([O:25][CH3:26])[CH:16]=2)[N:10]=1. (8) Reactant: C([N:8]1[CH2:12][CH2:11][C:10]([C:25]2[CH:30]=[CH:29][C:28]([C:31]([O:40][CH2:41][C:42]3[C:47]([F:48])=[CH:46][CH:45]=[CH:44][C:43]=3[F:49])([C:36]([F:39])([F:38])[F:37])[C:32]([F:35])([F:34])[F:33])=[CH:27][CH:26]=2)([S:13]([C:16]2[CH:21]=[CH:20][C:19]([F:22])=[C:18]([CH:23]=[CH2:24])[CH:17]=2)(=[O:15])=[O:14])[CH2:9]1)C1C=CC=CC=1. Product: [F:48][C:47]1[CH:46]=[CH:45][CH:44]=[C:43]([F:49])[C:42]=1[CH2:41][O:40][C:31]([C:28]1[CH:29]=[CH:30][C:25]([C:10]2([S:13]([C:16]3[CH:21]=[CH:20][C:19]([F:22])=[C:18]([CH2:23][CH3:24])[CH:17]=3)(=[O:15])=[O:14])[CH2:11][CH2:12][NH:8][CH2:9]2)=[CH:26][CH:27]=1)([C:32]([F:35])([F:33])[F:34])[C:36]([F:39])([F:38])[F:37]. The catalyst class is: 43. (9) Product: [F:21][C:13]1[CH:14]=[C:15]([N+:18]([O-:20])=[O:19])[CH:16]=[CH:17][C:12]=1[O:11][C:9]1[CH:8]=[CH:7][N:6]=[C:5]2[N:4]([CH2:22][O:23][CH2:24][CH2:25][Si:26]([CH3:29])([CH3:28])[CH3:27])[CH:3]=[C:2]([C:33]3[CH:34]=[CH:35][N:30]=[CH:31][CH:32]=3)[C:10]=12. The catalyst class is: 260. Reactant: Br[C:2]1[C:10]2[C:5](=[N:6][CH:7]=[CH:8][C:9]=2[O:11][C:12]2[CH:17]=[CH:16][C:15]([N+:18]([O-:20])=[O:19])=[CH:14][C:13]=2[F:21])[N:4]([CH2:22][O:23][CH2:24][CH2:25][Si:26]([CH3:29])([CH3:28])[CH3:27])[CH:3]=1.[N:30]1[CH:35]=[CH:34][C:33](B(O)O)=[CH:32][CH:31]=1.C(O)C.P([O-])([O-])([O-])=O.[K+].[K+].[K+].